This data is from NCI-60 drug combinations with 297,098 pairs across 59 cell lines. The task is: Regression. Given two drug SMILES strings and cell line genomic features, predict the synergy score measuring deviation from expected non-interaction effect. Drug 1: CC12CCC(CC1=CCC3C2CCC4(C3CC=C4C5=CN=CC=C5)C)O. Drug 2: CC=C1C(=O)NC(C(=O)OC2CC(=O)NC(C(=O)NC(CSSCCC=C2)C(=O)N1)C(C)C)C(C)C. Cell line: MALME-3M. Synergy scores: CSS=65.6, Synergy_ZIP=3.71, Synergy_Bliss=1.70, Synergy_Loewe=-35.1, Synergy_HSA=2.07.